This data is from Peptide-MHC class I binding affinity with 185,985 pairs from IEDB/IMGT. The task is: Regression. Given a peptide amino acid sequence and an MHC pseudo amino acid sequence, predict their binding affinity value. This is MHC class I binding data. (1) The peptide sequence is KSDNIINIGY. The MHC is HLA-A68:01 with pseudo-sequence HLA-A68:01. The binding affinity (normalized) is 0.262. (2) The peptide sequence is TVIPFYFVW. The MHC is HLA-B58:01 with pseudo-sequence HLA-B58:01. The binding affinity (normalized) is 0.655. (3) The peptide sequence is YMFESKSMK. The MHC is HLA-A26:01 with pseudo-sequence HLA-A26:01. The binding affinity (normalized) is 0.0847. (4) The peptide sequence is ASARFSWL. The binding affinity (normalized) is 0.682. The MHC is Mamu-A01 with pseudo-sequence Mamu-A01. (5) The peptide sequence is IMYDSGAKY. The MHC is HLA-A69:01 with pseudo-sequence HLA-A69:01. The binding affinity (normalized) is 0.0847.